From a dataset of Forward reaction prediction with 1.9M reactions from USPTO patents (1976-2016). Predict the product of the given reaction. (1) Given the reactants [CH3:1][O:2][C:3](=[O:12])[C:4]1[CH:9]=[CH:8][CH:7]=[C:6]([CH:10]=O)[CH:5]=1.[NH2:13][C:14]1[S:15][C:16]([CH3:19])=[N:17][N:18]=1.C([O:22][C:23](=O)[C:24]([OH:36])=[CH:25][C:26]([C:28]1[CH:33]=[CH:32][C:31]([O:34][CH3:35])=[CH:30][CH:29]=1)=[O:27])C, predict the reaction product. The product is: [CH3:1][O:2][C:3](=[O:12])[C:4]1[CH:9]=[CH:8][CH:7]=[C:6]([CH:10]2[C:25]([C:26](=[O:27])[C:28]3[CH:33]=[CH:32][C:31]([O:34][CH3:35])=[CH:30][CH:29]=3)=[C:24]([OH:36])[C:23](=[O:22])[N:13]2[C:14]2[S:15][C:16]([CH3:19])=[N:17][N:18]=2)[CH:5]=1. (2) Given the reactants [F:1][C:2]1[CH:3]=[C:4]2[C:9](=[CH:10][CH:11]=1)[NH:8][C:7](=[O:12])[C:6]([CH:13]([CH3:15])[CH3:14])=[C:5]2[OH:16].Br[CH2:18][CH:19]=[C:20]([CH3:22])[CH3:21], predict the reaction product. The product is: [F:1][C:2]1[CH:3]=[C:4]2[C:9](=[CH:10][CH:11]=1)[NH:8][C:7](=[O:12])[C:6]([CH:13]([CH3:14])[CH3:15])=[C:5]2[O:16][CH2:18][CH:19]=[C:20]([CH3:22])[CH3:21]. (3) Given the reactants Cl.[C:2]1([C@@H:14]2[CH2:19][CH2:18][CH2:17][C@H:16]([NH2:20])[CH2:15]2)[N:6]2[C:7]3[CH:13]=[CH:12][NH:11][C:8]=3[N:9]=[CH:10][C:5]2=[N:4][N:3]=1.C1N=CN([C:26]([N:28]2[CH:32]=N[CH:30]=[CH:29]2)=[O:27])C=1.N1CCC[CH2:34]1, predict the reaction product. The product is: [C:2]1([C@@H:14]2[CH2:19][CH2:18][CH2:17][C@H:16]([NH:20][C:26]([N:28]3[CH2:29][CH2:30][CH2:34][CH2:32]3)=[O:27])[CH2:15]2)[N:6]2[C:7]3[CH:13]=[CH:12][NH:11][C:8]=3[N:9]=[CH:10][C:5]2=[N:4][N:3]=1. (4) The product is: [CH3:62][N:63]([CH3:67])[C:64]([NH:31][C:32]1[CH:40]=[C:39]2[C:35]([CH2:36][CH2:37][CH:38]2[CH2:41][N:42]2[CH2:47][CH2:46][CH:45]([C:48]3[CH:49]=[CH:50][C:51]([F:54])=[CH:52][CH:53]=3)[CH2:44][CH2:43]2)=[CH:34][CH:33]=1)=[O:65]. Given the reactants N(C1C=C2C(CCC2CN2CCC(C3C=CC(F)=CC=3)CC2)=CC=1)C1C=CC=CC=1.[NH2:31][C:32]1[CH:40]=[C:39]2[C:35]([CH2:36][CH2:37][CH:38]2[CH2:41][N:42]2[CH2:47][CH2:46][CH:45]([C:48]3[CH:53]=[CH:52][C:51]([F:54])=[CH:50][CH:49]=3)[CH2:44][CH2:43]2)=[CH:34][CH:33]=1.C(N(CC)CC)C.[CH3:62][N:63]([CH3:67])[C:64](Cl)=[O:65], predict the reaction product. (5) The product is: [Br:1][C:2]1[CH:10]=[CH:9][C:8]([S:11]([CH2:14][CH3:15])(=[O:13])=[O:12])=[CH:7][C:3]=1[C:4]#[N:6]. Given the reactants [Br:1][C:2]1[CH:10]=[CH:9][C:8]([S:11]([CH2:14][CH3:15])(=[O:13])=[O:12])=[CH:7][C:3]=1[C:4]([NH2:6])=O.C(N(CC)CC)C.FC(F)(F)C(OC(=O)C(F)(F)F)=O.CCOC(C)=O, predict the reaction product. (6) Given the reactants [C:1]1([CH2:7][C:8]([OH:10])=O)[CH:6]=[CH:5][CH:4]=[CH:3][CH:2]=1.IC1C=CC(OC)=CC=1B(O)O.[CH2:23]([NH2:30])[C:24]1[CH:29]=[CH:28][CH:27]=[CH:26][CH:25]=1, predict the reaction product. The product is: [CH2:23]([NH:30][C:8](=[O:10])[CH2:7][C:1]1[CH:2]=[CH:3][CH:4]=[CH:5][CH:6]=1)[C:24]1[CH:29]=[CH:28][CH:27]=[CH:26][CH:25]=1. (7) Given the reactants C(O[C:4]([C:6]1[N:11]=[CH:10][C:9]2[N:12]=[C:13]([NH:15][C:16]3[CH:21]=[CH:20][CH:19]=[CH:18][CH:17]=3)[S:14][C:8]=2[C:7]=1[OH:22])=[O:5])C.[NH2:23][CH2:24][C:25]([OH:27])=[O:26], predict the reaction product. The product is: [OH:22][C:7]1[C:8]2[S:14][C:13]([NH:15][C:16]3[CH:17]=[CH:18][CH:19]=[CH:20][CH:21]=3)=[N:12][C:9]=2[CH:10]=[N:11][C:6]=1[C:4]([NH:23][CH2:24][C:25]([OH:27])=[O:26])=[O:5]. (8) Given the reactants [CH3:1][S:2]([NH:5][C:6]1[CH:7]=[CH:8][C:9]2[N:10]([CH:12]=[C:13]([C:15]([OH:17])=O)[N:14]=2)[CH:11]=1)(=[O:4])=[O:3].[NH2:18][C@@H:19]([CH3:36])[CH2:20][N:21]1[CH:25]=[CH:24][C:23]([C:26]2[CH:33]=[C:32]([F:34])[C:29]([C:30]#[N:31])=[C:28]([Cl:35])[CH:27]=2)=[N:22]1.CN(C(ON1N=NC2C=CC=CC1=2)=[N+](C)C)C.F[P-](F)(F)(F)(F)F, predict the reaction product. The product is: [Cl:35][C:28]1[CH:27]=[C:26]([C:23]2[CH:24]=[CH:25][N:21]([CH2:20][C@@H:19]([NH:18][C:15]([C:13]3[N:14]=[C:9]4[CH:8]=[CH:7][C:6]([NH:5][S:2]([CH3:1])(=[O:3])=[O:4])=[CH:11][N:10]4[CH:12]=3)=[O:17])[CH3:36])[N:22]=2)[CH:33]=[C:32]([F:34])[C:29]=1[C:30]#[N:31]. (9) Given the reactants [F:1][C:2]1[CH:7]=[C:6]([F:8])[CH:5]=[CH:4][C:3]=1[C:9]1[N:10]=[C:11]2[N:15]([C:16]=1I)[CH:14]=[CH:13][O:12]2.C([Mg]Cl)(C)C.[Cl:23][C:24]1[N:25]=[N:26][C:27](I)=[CH:28][CH:29]=1.Cl, predict the reaction product. The product is: [Cl:23][C:24]1[N:25]=[N:26][C:27]([C:16]2[N:15]3[C:11]([O:12][CH:13]=[CH:14]3)=[N:10][C:9]=2[C:3]2[CH:4]=[CH:5][C:6]([F:8])=[CH:7][C:2]=2[F:1])=[CH:28][CH:29]=1. (10) Given the reactants [N:1]([CH2:4][C:5]1[N:6]=[N:7][C:8]([C:11]2[C:16]([F:17])=[CH:15][CH:14]=[CH:13][C:12]=2[F:18])=[CH:9][CH:10]=1)=[N+]=[N-].P(C)(C)C.[N:23]([C:26]1[CH:27]=[N:28][CH:29]=[CH:30][C:31]=1[C:32]1[CH2:37][CH2:36][N:35]([C:38]([O:40][C:41]([CH3:44])([CH3:43])[CH3:42])=[O:39])[CH2:34][CH:33]=1)=[C:24]=S, predict the reaction product. The product is: [F:18][C:12]1[CH:13]=[CH:14][CH:15]=[C:16]([F:17])[C:11]=1[C:8]1[CH:9]=[CH:10][C:5]2[N:6]([C:24]([NH:23][C:26]3[CH:27]=[N:28][CH:29]=[CH:30][C:31]=3[C:32]3[CH2:37][CH2:36][N:35]([C:38]([O:40][C:41]([CH3:44])([CH3:43])[CH3:42])=[O:39])[CH2:34][CH:33]=3)=[N:1][CH:4]=2)[N:7]=1.